From a dataset of Catalyst prediction with 721,799 reactions and 888 catalyst types from USPTO. Predict which catalyst facilitates the given reaction. (1) Reactant: C([O:3][C:4]([C:6]1[N:10]([CH3:11])[N:9]=[C:8]([O:12][CH:13]2[CH2:18][CH2:17][N:16]([C:19]([O:21][C:22]([CH3:25])([CH3:24])[CH3:23])=[O:20])[CH2:15][CH2:14]2)[CH:7]=1)=[O:5])C.[OH-].[Na+].Cl. Product: [C:4]([C:6]1[N:10]([CH3:11])[N:9]=[C:8]([O:12][CH:13]2[CH2:18][CH2:17][N:16]([C:19]([O:21][C:22]([CH3:25])([CH3:24])[CH3:23])=[O:20])[CH2:15][CH2:14]2)[CH:7]=1)([OH:5])=[O:3]. The catalyst class is: 5. (2) Reactant: [F:1][C:2]([F:16])([F:15])[C:3]1[CH:14]=[CH:13][C:6]([CH2:7][CH:8]([C:11]#[N:12])[C:9]#[N:10])=[CH:5][CH:4]=1.[H-].[Na+].Br[CH2:20][CH:21]1[CH2:23][CH2:22]1. Product: [CH:21]1([CH2:20][C:8]([CH2:7][C:6]2[CH:5]=[CH:4][C:3]([C:2]([F:15])([F:16])[F:1])=[CH:14][CH:13]=2)([C:11]#[N:12])[C:9]#[N:10])[CH2:23][CH2:22]1. The catalyst class is: 9. (3) Reactant: [C:1]([O:5][C:6]([N:8]1[CH2:20][C@@H:19]([CH3:21])[N:18]2[C:10](=[CH:11][C:12]3[C:17]2=[N:16][C:15]([CH3:22])=[CH:14][CH:13]=3)[CH2:9]1)=[O:7])([CH3:4])([CH3:3])[CH3:2].[Cl:23]N1C(=O)CCC1=O. Product: [C:1]([O:5][C:6]([N:8]1[CH2:20][C@@H:19]([CH3:21])[N:18]2[C@H:10]([CH2:11][C:12]3[C:17]2=[N:16][C:15]([CH3:22])=[C:14]([Cl:23])[CH:13]=3)[CH2:9]1)=[O:7])([CH3:4])([CH3:3])[CH3:2]. The catalyst class is: 7.